This data is from Catalyst prediction with 721,799 reactions and 888 catalyst types from USPTO. The task is: Predict which catalyst facilitates the given reaction. (1) Product: [F:1][C:2]1[CH:3]=[C:4]([N:12]2[CH2:16][C@H:15]([CH2:17][NH:18][C:19](=[O:21])[CH3:20])[O:14][C:13]2=[O:22])[CH:5]=[CH:6][C:7]=1[C:24]1[CH:25]=[N:26][C:27]([C:30]2[CH2:34][CH:33]([CH2:35][OH:36])[O:32][N:31]=2)=[N:28][CH:29]=1. Reactant: [F:1][C:2]1[CH:3]=[C:4]([N:12]2[CH2:16][CH:15]([CH2:17][NH:18][C:19](=[O:21])[CH3:20])[O:14][C:13]2=[O:22])[CH:5]=[CH:6][C:7]=1[Sn](C)(C)C.Br[C:24]1[CH:25]=[N:26][C:27]([C:30]2[CH2:34][CH:33]([CH2:35][OH:36])[O:32][N:31]=2)=[N:28][CH:29]=1.O1C=CC=C1P(C1OC=CC=1)C1OC=CC=1. The catalyst class is: 12. (2) Reactant: [C:1]([C:5]1[N:14]=[CH:13][C:12]2[CH2:11][CH2:10][C:9]3[N:15]=[C:16]([NH2:18])[S:17][C:8]=3[C:7]=2[N:6]=1)([CH3:4])([CH3:3])[CH3:2].[CH:19]1[N:23]=[CH:22][N:21]([C:24](N2C=NC=C2)=[O:25])[CH:20]=1.C(Cl)Cl. Product: [C:1]([C:5]1[N:14]=[CH:13][C:12]2[CH2:11][CH2:10][C:9]3[N:15]=[C:16]([NH:18][C:24]([N:21]4[CH:20]=[CH:19][N:23]=[CH:22]4)=[O:25])[S:17][C:8]=3[C:7]=2[N:6]=1)([CH3:4])([CH3:2])[CH3:3]. The catalyst class is: 3. (3) Reactant: [OH-].[Na+].[F:3][C:4]1[CH:13]=[CH:12][C:11]([NH:14][C:15](=[O:30])[CH2:16][C:17]2[NH:18][C:19](=[O:29])[CH:20]=[C:21]([N:23]3[CH2:28][CH2:27][O:26][CH2:25][CH2:24]3)[N:22]=2)=[CH:10][C:5]=1[C:6]([O:8]C)=[O:7]. Product: [F:3][C:4]1[CH:13]=[CH:12][C:11]([NH:14][C:15](=[O:30])[CH2:16][C:17]2[NH:18][C:19](=[O:29])[CH:20]=[C:21]([N:23]3[CH2:24][CH2:25][O:26][CH2:27][CH2:28]3)[N:22]=2)=[CH:10][C:5]=1[C:6]([OH:8])=[O:7]. The catalyst class is: 5. (4) Product: [C:9]([CH2:8][C:7]1[CH:6]=[CH:5][C:4]([O:16][C:17]([C:19]2[CH:20]=[C:21]3[C:26](=[C:27]([C:29]#[CH:30])[CH:28]=2)[O:25][C:24]([CH3:31])([CH3:32])[CH2:23][C:22]3([CH3:34])[CH3:33])=[O:18])=[CH:3][C:2]=1[F:1])([OH:11])=[O:10]. The catalyst class is: 106. Reactant: [F:1][C:2]1[CH:3]=[C:4]([O:16][C:17]([C:19]2[CH:20]=[C:21]3[C:26](=[C:27]([C:29]#[CH:30])[CH:28]=2)[O:25][C:24]([CH3:32])([CH3:31])[CH2:23][C:22]3([CH3:34])[CH3:33])=[O:18])[CH:5]=[CH:6][C:7]=1[CH2:8][C:9]([O:11]C(C)(C)C)=[O:10].O1CCOCC1.